This data is from Reaction yield outcomes from USPTO patents with 853,638 reactions. The task is: Predict the reaction yield, written as a fraction of the theoretical maximum amount of product (1.0 means a 100% yield; for example, 0.34 means a 34% yield). (1) The product is [Cl:1][C:2]1[N:6]2[CH:7]=[C:8]([C:15]3[CH:19]=[CH:18][O:17][CH:16]=3)[CH:9]=[C:10]([C:11]([F:14])([F:13])[F:12])[C:5]2=[N:4][C:3]=1[C:20]([N:22]1[CH2:26][CH2:25][CH:24]([N:27]([C:28]2[CH:33]=[CH:32][CH:31]=[CH:30][CH:29]=2)[C:41](=[O:43])[CH3:42])[CH2:23]1)=[O:21]. The yield is 0.900. The reactants are [Cl:1][C:2]1[N:6]2[CH:7]=[C:8]([C:15]3[CH:19]=[CH:18][O:17][CH:16]=3)[CH:9]=[C:10]([C:11]([F:14])([F:13])[F:12])[C:5]2=[N:4][C:3]=1[C:20]([N:22]1[CH2:26][CH2:25][CH:24]([NH:27][C:28]2[CH:33]=[CH:32][CH:31]=[CH:30][CH:29]=2)[CH2:23]1)=[O:21].CCN(CC)CC.[C:41](Cl)(=[O:43])[CH3:42]. The catalyst is C1COCC1. (2) The reactants are [C:1]1([C:7]2[CH:12]=[C:11]([N:13]3[CH2:18][CH2:17][NH:16][CH2:15][CH2:14]3)[N:10]=[N:9][C:8]=2[C:19]([F:22])([F:21])[F:20])[CH:6]=[CH:5][CH:4]=[CH:3][CH:2]=1.[ClH:23].CC(O)C. The catalyst is CC(=O)CC. The product is [ClH:23].[C:1]1([C:7]2[CH:12]=[C:11]([N:13]3[CH2:14][CH2:15][NH:16][CH2:17][CH2:18]3)[N:10]=[N:9][C:8]=2[C:19]([F:22])([F:21])[F:20])[CH:2]=[CH:3][CH:4]=[CH:5][CH:6]=1. The yield is 0.580. (3) The reactants are [NH2:1][C:2]1[S:6][C:5]([NH:7][C:8]2[CH:13]=[CH:12][C:11]([O:14][CH3:15])=[CH:10][CH:9]=2)=[N:4][C:3]=1[C:16]([NH2:18])=[O:17].C(N(CC)C(C)C)(C)C.Cl[CH2:29][C:30]1[CH:38]=[CH:37][C:33]([C:34](Cl)=[O:35])=[CH:32][CH:31]=1.[CH3:39][N:40]1[CH2:45][CH2:44][NH:43][CH2:42][CH2:41]1. The catalyst is CC(N(C)C)=O.CCOC(C)=O. The product is [CH3:15][O:14][C:11]1[CH:10]=[CH:9][C:8]([NH:7][C:5]2[S:6][C:2]([NH:1][C:34](=[O:35])[C:33]3[CH:37]=[CH:38][C:30]([CH2:29][N:43]4[CH2:44][CH2:45][N:40]([CH3:39])[CH2:41][CH2:42]4)=[CH:31][CH:32]=3)=[C:3]([C:16]([NH2:18])=[O:17])[N:4]=2)=[CH:13][CH:12]=1. The yield is 0.370. (4) The reactants are Cl[C:2]1[N:7]=[CH:6][C:5]([NH2:8])=[C:4]([C:9]2[C:10]([F:32])=[N:11][CH:12]=[C:13]([C:15]3[CH:20]=[C:19]([O:21][CH3:22])[C:18]([CH2:23][N:24]4[CH2:29][CH2:28][CH2:27][CH2:26][CH2:25]4)=[C:17]([O:30][CH3:31])[CH:16]=3)[CH:14]=2)[CH:3]=1.[CH3:33][N:34]1[CH:38]=[C:37](B2OC(C)(C)C(C)(C)O2)[CH:36]=[N:35]1. The catalyst is [F-].[K+].C(#N)C.C(OCC)(=O)C. The product is [CH3:31][O:30][C:17]1[CH:16]=[C:15]([C:13]2[CH:14]=[C:9]([C:4]3[CH:3]=[C:2]([C:37]4[CH:36]=[N:35][N:34]([CH3:33])[CH:38]=4)[N:7]=[CH:6][C:5]=3[NH2:8])[C:10]([F:32])=[N:11][CH:12]=2)[CH:20]=[C:19]([O:21][CH3:22])[C:18]=1[CH2:23][N:24]1[CH2:29][CH2:28][CH2:27][CH2:26][CH2:25]1. The yield is 0.540. (5) The reactants are [C:1]12([C:11]3[CH:30]=[CH:29][C:14]([O:15][CH2:16][C:17]([NH:19][C:20]4[CH:21]=[C:22]([CH:26]=[CH:27][N:28]=4)[C:23]([OH:25])=O)=[O:18])=[CH:13][CH:12]=3)[CH2:10][CH:5]3[CH2:6][CH:7]([CH2:9][CH:3]([CH2:4]3)[CH2:2]1)[CH2:8]2.[NH2:31][CH2:32][CH2:33][C:34]1[CH:39]=[CH:38][N:37]=[CH:36][CH:35]=1.C1CN([P+](ON2N=NC3C=CC=CC2=3)(N2CCCC2)N2CCCC2)CC1.F[P-](F)(F)(F)(F)F.CO. The catalyst is CN(C1C=CN=CC=1)C.CN(C=O)C. The product is [C:1]12([C:11]3[CH:30]=[CH:29][C:14]([O:15][CH2:16][C:17]([NH:19][C:20]4[CH:21]=[C:22]([CH:26]=[CH:27][N:28]=4)[C:23]([NH:31][CH2:32][CH2:33][C:34]4[CH:39]=[CH:38][N:37]=[CH:36][CH:35]=4)=[O:25])=[O:18])=[CH:13][CH:12]=3)[CH2:8][CH:7]3[CH2:9][CH:3]([CH2:4][CH:5]([CH2:6]3)[CH2:10]1)[CH2:2]2. The yield is 0.840. (6) The catalyst is C(O)(=O)C. The reactants are [Cl:1][C:2]1[CH:7]=[CH:6][C:5]([NH2:8])=[C:4]([CH3:9])[CH:3]=1.[I:10]N1C(=O)CCC1=O. The yield is 0.790. The product is [Cl:1][C:2]1[CH:3]=[C:4]([CH3:9])[C:5]([NH2:8])=[C:6]([I:10])[CH:7]=1. (7) The reactants are [Cl:1][C:2]1[C:3]([O:12][C:13]2[CH:18]=[C:17]([O:19][CH2:20][CH2:21][O:22][CH3:23])[CH:16]=[CH:15][C:14]=2/[CH:24]=[C:25](\[CH3:29])/[C:26]([OH:28])=O)=[N:4][CH:5]=[C:6]([C:8]([F:11])([F:10])[F:9])[CH:7]=1.Cl.C(N=C=NCCCN(C)C)C.[F:42][C:43]([F:49])([F:48])[S:44]([NH2:47])(=[O:46])=[O:45].Cl. The catalyst is C(#N)C.CN(C)C1C=CN=CC=1.C(OCC)(=O)C. The product is [Cl:1][C:2]1[C:3]([O:12][C:13]2[CH:18]=[C:17]([O:19][CH2:20][CH2:21][O:22][CH3:23])[CH:16]=[CH:15][C:14]=2/[CH:24]=[C:25](\[CH3:29])/[C:26]([NH:47][S:44]([C:43]([F:49])([F:48])[F:42])(=[O:46])=[O:45])=[O:28])=[N:4][CH:5]=[C:6]([C:8]([F:9])([F:11])[F:10])[CH:7]=1. The yield is 0.860.